From a dataset of Full USPTO retrosynthesis dataset with 1.9M reactions from patents (1976-2016). Predict the reactants needed to synthesize the given product. (1) Given the product [CH:24]([NH:27][C:19](=[O:21])[C:18]1[CH:22]=[CH:23][C:15]([O:14][CH2:13][C:3]2[C:4]([C:7]3[CH:8]=[CH:9][CH:10]=[CH:11][CH:12]=3)=[N:5][O:6][C:2]=2[CH3:1])=[N:16][CH:17]=1)([CH3:26])[CH3:25], predict the reactants needed to synthesize it. The reactants are: [CH3:1][C:2]1[O:6][N:5]=[C:4]([C:7]2[CH:12]=[CH:11][CH:10]=[CH:9][CH:8]=2)[C:3]=1[CH2:13][O:14][C:15]1[CH:23]=[CH:22][C:18]([C:19]([OH:21])=O)=[CH:17][N:16]=1.[CH:24]([NH2:27])([CH3:26])[CH3:25]. (2) Given the product [NH2:1][C:2]1[N:7]([C@@H:23]2[O:27][C@H:26]([CH2:28][O:29][C:30](=[O:31])[C:32]3[CH:37]=[CH:36][CH:35]=[CH:34][CH:33]=3)[C@@H:25]([O:38][C:39](=[O:40])[C:41]3[CH:46]=[CH:45][CH:44]=[CH:43][CH:42]=3)[C@H:24]2[O:47][C:48](=[O:49])[C:50]2[CH:51]=[CH:52][CH:53]=[CH:54][CH:55]=2)[C:6](=[O:8])[N:5]=[C:4]([NH2:9])[CH:3]=1, predict the reactants needed to synthesize it. The reactants are: [NH2:1][C:2]1[NH:7][C:6](=[O:8])[N:5]=[C:4]([NH2:9])[CH:3]=1.C[Si](N[Si](C)(C)C)(C)C.CC(O[CH:23]1[O:27][C@H:26]([CH2:28][O:29][C:30]([C:32]2[CH:37]=[CH:36][CH:35]=[CH:34][CH:33]=2)=[O:31])[C@@H:25]([O:38][C:39]([C:41]2[CH:46]=[CH:45][CH:44]=[CH:43][CH:42]=2)=[O:40])[C@H:24]1[O:47][C:48]([C:50]1[CH:55]=[CH:54][CH:53]=[CH:52][CH:51]=1)=[O:49])=O.[Si](OS(C(F)(F)F)(=O)=O)(C)(C)C.C(=O)(O)[O-].[Na+]. (3) Given the product [C:1]([O:5][C:6]([N:8]1[CH2:9][CH:10]([O:12][C:13]2[CH:18]=[C:17]([Cl:19])[CH:16]=[CH:15][C:14]=2[O:20][CH2:22][C:23]([F:25])([F:24])[C:26]2[CH:31]=[CH:30][CH:29]=[CH:28][CH:27]=2)[CH2:11]1)=[O:7])([CH3:4])([CH3:2])[CH3:3], predict the reactants needed to synthesize it. The reactants are: [C:1]([O:5][C:6]([N:8]1[CH2:11][CH:10]([O:12][C:13]2[CH:18]=[C:17]([Cl:19])[CH:16]=[CH:15][C:14]=2[OH:20])[CH2:9]1)=[O:7])([CH3:4])([CH3:3])[CH3:2].Br[CH2:22][C:23]([C:26]1[CH:31]=[CH:30][CH:29]=[CH:28][CH:27]=1)([F:25])[F:24].C([O-])([O-])=O.[K+].[K+]. (4) Given the product [Cl:2][C:3]1[CH:4]=[C:5]2[C:9](=[CH:10][CH:11]=1)[NH:8][CH:7]=[C:6]2[CH2:12][CH2:13][NH:14][C:21]([CH:20]1[CH2:19][CH2:18][N:17]([C:24]2[CH:25]=[CH:26][C:27]([O:30][C:31]([F:34])([F:32])[F:33])=[CH:28][CH:29]=2)[C:16]1=[O:15])=[O:22], predict the reactants needed to synthesize it. The reactants are: Cl.[Cl:2][C:3]1[CH:4]=[C:5]2[C:9](=[CH:10][CH:11]=1)[NH:8][CH:7]=[C:6]2[CH2:12][CH2:13][NH2:14].[O:15]=[C:16]1[CH:20]([C:21](O)=[O:22])[CH2:19][CH2:18][N:17]1[C:24]1[CH:29]=[CH:28][C:27]([O:30][C:31]([F:34])([F:33])[F:32])=[CH:26][CH:25]=1.C1CN([P+](ON2N=NC3C=CC=CC2=3)(N2CCCC2)N2CCCC2)CC1.F[P-](F)(F)(F)(F)F.C(N(CC)C(C)C)(C)C. (5) Given the product [NH2:1][C:2]1[N:7]=[CH:6][C:5]([C:8]2[C:9]([CH3:34])=[CH:10][C:11]3[C:12]4[C:20]([NH:21][C@H:22]([CH:27]5[CH2:29][CH2:28]5)[C:23]([F:26])([F:25])[F:24])=[N:19][CH:18]=[C:17]([C:30]([NH2:32])=[O:31])[C:13]=4[NH:14][C:15]=3[CH:16]=2)=[CH:4][N:3]=1, predict the reactants needed to synthesize it. The reactants are: [NH2:1][C:2]1[N:7]=[CH:6][C:5]([C:8]2[C:9](Br)=[CH:10][C:11]3[C:12]4[C:20]([NH:21][C@H:22]([CH:27]5[CH2:29][CH2:28]5)[C:23]([F:26])([F:25])[F:24])=[N:19][CH:18]=[C:17]([C:30]([NH2:32])=[O:31])[C:13]=4[NH:14][C:15]=3[CH:16]=2)=[CH:4][N:3]=1.[CH3:34]B1OB(C)OB(C)O1.C(=O)([O-])[O-].[Na+].[Na+]. (6) Given the product [CH2:44]([O:43][C:41](=[O:42])[C:40]1[CH:46]=[CH:47][C:37]([CH2:36][N:9]2[C:22]3[CH:21]=[C:20]([Cl:19])[C:28]([Cl:29])=[CH:27][C:26]=3[N:25]=[C:24]2[CH2:30][C:31]([F:32])([F:33])[F:34])=[CH:38][CH:39]=1)[CH3:45], predict the reactants needed to synthesize it. The reactants are: [H-].[Na+].ClC1C2N=C(CC(F)(F)F)[N:9](Cl)C=2C=CC=1.[Cl:19][C:20]1[CH:21]=[C:22]2[C:26](=[CH:27][C:28]=1[Cl:29])[NH:25][C:24]([CH2:30][C:31]([F:34])([F:33])[F:32])=C2.Br[CH2:36][C:37]1[CH:47]=[CH:46][C:40]([C:41]([O:43][CH2:44][CH3:45])=[O:42])=[CH:39][CH:38]=1.[I-].[K+].[NH4+].[Cl-]. (7) Given the product [NH2:1][C:2]([C:4]1[CH:5]=[N:6][C:7]2[C:12]([C:13]=1[NH:14][C:15]1[CH:16]=[C:17]([CH:21]=[CH:22][CH:23]=1)[C:18]([OH:20])=[O:19])=[CH:11][C:10]([C:30]1[C:31]([O:33][CH3:34])=[N:32][C:27]([O:26][CH3:25])=[N:28][CH:29]=1)=[CH:9][CH:8]=2)=[O:3], predict the reactants needed to synthesize it. The reactants are: [NH2:1][C:2]([C:4]1[CH:5]=[N:6][C:7]2[C:12]([C:13]=1[NH:14][C:15]1[CH:16]=[C:17]([CH:21]=[CH:22][CH:23]=1)[C:18]([OH:20])=[O:19])=[CH:11][C:10](Br)=[CH:9][CH:8]=2)=[O:3].[CH3:25][O:26][C:27]1[N:32]=[C:31]([O:33][CH3:34])[C:30](B(O)O)=[CH:29][N:28]=1.C(=O)([O-])[O-].[K+].[K+].O. (8) Given the product [Br:1][C:2]1[C:3]([CH3:11])=[CH:4][C:5]([N:13]2[N:14]=[CH:18][NH:19][NH:12]2)=[CH:8][C:9]=1[CH3:10], predict the reactants needed to synthesize it. The reactants are: [Br:1][C:2]1[C:9]([CH3:10])=[CH:8][C:5](C#N)=[CH:4][C:3]=1[CH3:11].[N-:12]=[N+:13]=[N-:14].[Na+].[Cl-].[NH4+].[CH3:18][N:19](C)C=O. (9) Given the product [Cl:1][C:2]1[N:10]=[C:9]2[C:5]([N:6]=[CH:7][N:8]2[CH:14]([CH3:16])[CH3:15])=[C:4]([Cl:11])[N:3]=1, predict the reactants needed to synthesize it. The reactants are: [Cl:1][C:2]1[N:10]=[C:9]2[C:5]([NH:6][CH:7]=[N:8]2)=[C:4]([Cl:11])[N:3]=1.[H-].[Na+].[CH:14](I)([CH3:16])[CH3:15].